From a dataset of Full USPTO retrosynthesis dataset with 1.9M reactions from patents (1976-2016). Predict the reactants needed to synthesize the given product. (1) Given the product [CH3:13][O:14][C:15]1[CH:16]=[CH:17][C:18]([C:19]([NH:32][C:33]2[N:41]=[CH:40][N:39]=[C:38]3[C:34]=2[N:35]=[CH:36][N:37]3[C@H:42]2[O:47][C@@H:46]([CH2:48][O:49][C:50]([C:65]3[CH:66]=[CH:67][CH:68]=[CH:69][CH:70]=3)([C:59]3[CH:60]=[CH:61][CH:62]=[CH:63][CH:64]=3)[C:51]3[CH:52]=[CH:53][C:54]([O:57][CH3:58])=[CH:55][CH:56]=3)[C@H:44]([O:45][C:92](=[O:99])[C:93]3[CH:98]=[CH:97][CH:96]=[CH:95][CH:94]=3)[CH2:43]2)([C:20]2[CH:21]=[CH:22][CH:23]=[CH:24][CH:25]=2)[C:26]2[CH:27]=[CH:28][CH:29]=[CH:30][CH:31]=2)=[CH:71][CH:72]=1, predict the reactants needed to synthesize it. The reactants are: CCOC(/N=N/C(OCC)=O)=O.[CH3:13][O:14][C:15]1[CH:72]=[CH:71][C:18]([C:19]([NH:32][C:33]2[N:41]=[CH:40][N:39]=[C:38]3[C:34]=2[N:35]=[CH:36][N:37]3[C@H:42]2[O:47][C@@H:46]([CH2:48][O:49][C:50]([C:65]3[CH:70]=[CH:69][CH:68]=[CH:67][CH:66]=3)([C:59]3[CH:64]=[CH:63][CH:62]=[CH:61][CH:60]=3)[C:51]3[CH:56]=[CH:55][C:54]([O:57][CH3:58])=[CH:53][CH:52]=3)[C@@H:44]([OH:45])[CH2:43]2)([C:26]2[CH:31]=[CH:30][CH:29]=[CH:28][CH:27]=2)[C:20]2[CH:25]=[CH:24][CH:23]=[CH:22][CH:21]=2)=[CH:17][CH:16]=1.C1(P(C2C=CC=CC=2)C2C=CC=CC=2)C=CC=CC=1.[C:92](O)(=[O:99])[C:93]1[CH:98]=[CH:97][CH:96]=[CH:95][CH:94]=1. (2) Given the product [Cl:36][C:20]1[CH:21]=[C:22]([C:25]([NH:27][CH2:28][C:29]2[CH:34]=[CH:33][CH:32]=[C:31]([OH:35])[CH:30]=2)=[O:26])[CH:23]=[CH:24][C:19]=1[C:18]([NH:17]/[C:7](=[CH:8]\[C:9]1[S:13][C:12]([CH2:14][CH3:15])=[N:11][C:10]=1[CH3:16])/[C:6]([OH:38])=[O:5])=[O:37], predict the reactants needed to synthesize it. The reactants are: O.[OH-].[Li+].C[O:5][C:6](=[O:38])/[C:7](/[NH:17][C:18](=[O:37])[C:19]1[CH:24]=[CH:23][C:22]([C:25]([NH:27][CH2:28][C:29]2[CH:34]=[CH:33][CH:32]=[C:31]([OH:35])[CH:30]=2)=[O:26])=[CH:21][C:20]=1[Cl:36])=[CH:8]/[C:9]1[S:13][C:12]([CH2:14][CH3:15])=[N:11][C:10]=1[CH3:16].Cl. (3) Given the product [CH2:24]([O:23][C:21](=[O:22])/[C:20](/[O-:26])=[CH:12]/[C:11](=[O:13])[C:14]1[CH:19]=[CH:18][CH:17]=[CH:16][CH:15]=1)[CH3:25].[Li+:10], predict the reactants needed to synthesize it. The reactants are: C[Si]([N-][Si](C)(C)C)(C)C.[Li+:10].[C:11]([C:14]1[CH:19]=[CH:18][CH:17]=[CH:16][CH:15]=1)(=[O:13])[CH3:12].[C:20](OCC)(=[O:26])[C:21]([O:23][CH2:24][CH3:25])=[O:22]. (4) The reactants are: [C:1]([C:4]1[C:22](=[O:23])[C@@:8]2([CH3:24])[C:9]3[C:15]([OH:16])=[CH:14][C:13]([O:17][CH3:18])=[C:12]([C:19]([NH2:21])=[O:20])[C:10]=3[O:11][C:7]2=[CH:6][C:5]=1[OH:25])(=[O:3])[CH3:2].[CH2:26]([O:30][C:31]1[C:40]2[C:35](=[CH:36][CH:37]=[CH:38][CH:39]=2)[C:34]([CH:41]=O)=[C:33]([CH3:43])[CH:32]=1)[C:27]#[C:28][CH3:29].C([SiH](CC)CC)C.FC(F)(F)C(O)=O. Given the product [C:1]([C:4]1[C:22](=[O:23])[C@@:8]2([CH3:24])[C:9]3[C:15]([OH:16])=[CH:14][C:13]([O:17][CH3:18])=[C:12]([C:19]([NH:21][CH2:41][C:34]4[C:35]5[C:40](=[CH:39][CH:38]=[CH:37][CH:36]=5)[C:31]([O:30][CH2:26][C:27]#[C:28][CH3:29])=[CH:32][C:33]=4[CH3:43])=[O:20])[C:10]=3[O:11][C:7]2=[CH:6][C:5]=1[OH:25])(=[O:3])[CH3:2], predict the reactants needed to synthesize it. (5) Given the product [N+:1]([C:4]1[CH:5]=[C:6]([C:11]2[O:12][C:13]3[C:19]([Cl:20])=[CH:18][C:17]([Cl:21])=[CH:16][C:14]=3[N:15]=2)[C:7]([NH:25][CH2:22][CH2:23][CH3:24])=[CH:8][CH:9]=1)([O-:3])=[O:2], predict the reactants needed to synthesize it. The reactants are: [N+:1]([C:4]1[CH:5]=[C:6]([C:11]2[O:12][C:13]3[C:19]([Cl:20])=[CH:18][C:17]([Cl:21])=[CH:16][C:14]=3[N:15]=2)[C:7](F)=[CH:8][CH:9]=1)([O-:3])=[O:2].[CH2:22]([NH2:25])[CH2:23][CH3:24]. (6) Given the product [F:23][C:24]1[CH:29]=[CH:28][C:27]([C:30]2[C:39]([C:40](=[O:51])[C:41]3[CH:46]=[CH:45][C:44]([C:47]([F:49])([F:50])[F:48])=[CH:43][CH:42]=3)=[C:38]([CH:52]([CH3:53])[CH3:54])[CH:37]=[C:36]3[C:31]=2[C:32](=[O:57])[CH2:33][C:34]([CH3:55])([CH3:56])[O:35]3)=[CH:26][CH:25]=1, predict the reactants needed to synthesize it. The reactants are: CC(OI1(OC(C)=O)(OC(C)=O)OC(=O)C2C1=CC=CC=2)=O.[F:23][C:24]1[CH:29]=[CH:28][C:27]([C:30]2[C:39]([CH:40]([OH:51])[C:41]3[CH:46]=[CH:45][C:44]([C:47]([F:50])([F:49])[F:48])=[CH:43][CH:42]=3)=[C:38]([CH:52]([CH3:54])[CH3:53])[CH:37]=[C:36]3[C:31]=2[C:32](=[O:57])[CH2:33][C:34]([CH3:56])([CH3:55])[O:35]3)=[CH:26][CH:25]=1.